The task is: Regression. Given a peptide amino acid sequence and an MHC pseudo amino acid sequence, predict their binding affinity value. This is MHC class II binding data.. This data is from Peptide-MHC class II binding affinity with 134,281 pairs from IEDB. (1) The peptide sequence is YDKFYANVSTVLTGK. The MHC is DRB1_1302 with pseudo-sequence DRB1_1302. The binding affinity (normalized) is 0.863. (2) The peptide sequence is IAAMMTSPLSVASMT. The MHC is DRB1_0101 with pseudo-sequence DRB1_0101. The binding affinity (normalized) is 0.856. (3) The peptide sequence is AAPLSWSKDIYNYME. The MHC is HLA-DQA10301-DQB10302 with pseudo-sequence HLA-DQA10301-DQB10302. The binding affinity (normalized) is 0.0824.